Dataset: Catalyst prediction with 721,799 reactions and 888 catalyst types from USPTO. Task: Predict which catalyst facilitates the given reaction. (1) Reactant: [CH2:1]([N:8]1[CH2:13][CH2:12][N:11]([C:14]([O:16][C:17]([CH3:20])([CH3:19])[CH3:18])=[O:15])[CH2:10][C@H:9]1[CH2:21][OH:22])[C:2]1[CH:7]=[CH:6][CH:5]=[CH:4][CH:3]=1.[H-].[Na+].Br[C:26]1[CH:31]=[CH:30][CH:29]=[C:28]([C:32]([F:35])([F:34])[F:33])[N:27]=1. The catalyst class is: 3. Product: [CH2:1]([N:8]1[CH2:13][CH2:12][N:11]([C:14]([O:16][C:17]([CH3:18])([CH3:19])[CH3:20])=[O:15])[CH2:10][C@H:9]1[CH2:21][O:22][C:26]1[CH:31]=[CH:30][CH:29]=[C:28]([C:32]([F:35])([F:34])[F:33])[N:27]=1)[C:2]1[CH:7]=[CH:6][CH:5]=[CH:4][CH:3]=1. (2) The catalyst class is: 1. Product: [O:1]1[C:5]2[CH:6]=[CH:7][C:8]([CH2:10][C:11](=[N:13][NH:14][C:15]3[S:17][CH:19]=[C:20]([C:22]4[CH:27]=[CH:26][CH:25]=[C:24]([Cl:28])[CH:23]=4)[N:16]=3)[CH3:12])=[CH:9][C:4]=2[O:3][CH2:2]1. Reactant: [O:1]1[C:5]2[CH:6]=[CH:7][C:8]([CH2:10][C:11](=[N:13][NH:14][C:15](=[S:17])[NH2:16])[CH3:12])=[CH:9][C:4]=2[O:3][CH2:2]1.Br[CH2:19][C:20]([C:22]1[CH:27]=[CH:26][CH:25]=[C:24]([Cl:28])[CH:23]=1)=O. (3) Reactant: [CH3:1][C:2]([CH3:5])([O-])[CH3:3].[K+].[CH2:7]1[CH2:11][O:10][CH2:9][CH2:8]1.OC1CCC(O)C1.FC1[CH:27]=[CH:26][C:23]([C:24]#[N:25])=[C:22]([Cl:28])C=1. Product: [Cl:28][C:22]1[CH:7]=[C:11]([O:10][CH:9]2[CH2:8][CH2:3][CH:2]([CH3:5])[CH2:1]2)[CH:27]=[CH:26][C:23]=1[C:24]#[N:25]. The catalyst class is: 107. (4) Reactant: N[C:2]1[C:11]([Cl:12])=[C:10]([C:13]([O:15][CH3:16])=[O:14])[C:9]([Cl:17])=[CH:8][C:3]=1[C:4]([O:6][CH3:7])=[O:5].C(ON=O)CC(C)C. Product: [Cl:12][C:11]1[CH:2]=[C:3]([C:4]([O:6][CH3:7])=[O:5])[CH:8]=[C:9]([Cl:17])[C:10]=1[C:13]([O:15][CH3:16])=[O:14]. The catalyst class is: 1. (5) Reactant: [CH2:1]([NH:3][C:4]1[CH:9]=[C:8]([CH3:10])[NH:7][C:6](=[O:11])[C:5]=1[CH2:12][NH:13][C:14](=[O:20])OC(C)(C)C)[CH3:2].C(O)(C(F)(F)F)=O.[Br:28][C:29]1[CH:30]=[C:31](C(O)=O)[C:32]2[CH:33]=[CH:34][N:35]([CH:38]([CH3:40])[CH3:39])[C:36]=2[CH:37]=1.CN1CCOCC1.C(Cl)CCl. Product: [Br:28][C:29]1[CH:30]=[C:31]([C:14]([NH:13][CH2:12][C:5]2[C:6](=[O:11])[NH:7][C:8]([CH3:10])=[CH:9][C:4]=2[NH:3][CH2:1][CH3:2])=[O:20])[C:32]2[CH:33]=[CH:34][N:35]([CH:38]([CH3:40])[CH3:39])[C:36]=2[CH:37]=1. The catalyst class is: 4. (6) Reactant: [CH3:1][N:2]([CH2:4][C:5]1[C:13]2[O:12][N:11]=[C:10]([CH2:14][CH2:15][CH:16]3[CH2:21][CH2:20][N:19]([CH2:22][C:23]4[CH:28]=[CH:27][CH:26]=[CH:25][CH:24]=4)[CH2:18][CH2:17]3)[C:9]=2[CH:8]=[CH:7][C:6]=1[O:29][C:30]1[CH:35]=[CH:34][C:33]([F:36])=[CH:32][CH:31]=1)[CH3:3].[ClH:37]. Product: [ClH:37].[ClH:37].[CH3:1][N:2]([CH2:4][C:5]1[C:13]2[O:12][N:11]=[C:10]([CH2:14][CH2:15][CH:16]3[CH2:17][CH2:18][N:19]([CH2:22][C:23]4[CH:24]=[CH:25][CH:26]=[CH:27][CH:28]=4)[CH2:20][CH2:21]3)[C:9]=2[CH:8]=[CH:7][C:6]=1[O:29][C:30]1[CH:35]=[CH:34][C:33]([F:36])=[CH:32][CH:31]=1)[CH3:3]. The catalyst class is: 125. (7) Reactant: Cl.[NH2:2][CH2:3][C:4]1[CH:5]=[C:6]2[C:11](=[CH:12][CH:13]=1)[N:10]=[C:9]([CH3:14])[N:8]([CH:15]1[CH2:20][CH2:19][C:18](=[O:21])[NH:17][C:16]1=[O:22])[C:7]2=[O:23].[F:24][C:25]([F:37])([F:36])[O:26][C:27]1[CH:35]=[CH:34][C:30]([C:31](Cl)=[O:32])=[CH:29][CH:28]=1.C(N(CC)C(C)C)(C)C. Product: [O:22]=[C:16]1[CH:15]([N:8]2[C:7](=[O:23])[C:6]3[C:11](=[CH:12][CH:13]=[C:4]([CH2:3][NH:2][C:31](=[O:32])[C:30]4[CH:34]=[CH:35][C:27]([O:26][C:25]([F:24])([F:36])[F:37])=[CH:28][CH:29]=4)[CH:5]=3)[N:10]=[C:9]2[CH3:14])[CH2:20][CH2:19][C:18](=[O:21])[NH:17]1. The catalyst class is: 10.